The task is: Predict the product of the given reaction.. This data is from Forward reaction prediction with 1.9M reactions from USPTO patents (1976-2016). (1) Given the reactants ClC(OCC)=O.CCN(CC)CC.[CH2:14]([O:17][C:18]1[CH:23]=[CH:22][C:21]([C@@H:24]2[CH2:26][C@H:25]2[C:27]([OH:29])=O)=[CH:20][CH:19]=1)[CH:15]=[CH2:16].[N-:30]=[N+:31]=[N-:32].[Na+], predict the reaction product. The product is: [CH2:14]([O:17][C:18]1[CH:23]=[CH:22][C:21]([C@@H:24]2[CH2:26][C@H:25]2[C:27]([N:30]=[N+:31]=[N-:32])=[O:29])=[CH:20][CH:19]=1)[CH:15]=[CH2:16]. (2) Given the reactants [Cl:1][C:2]1[CH:3]=[C:4]([C@@:9]2([C:25]([F:28])([F:27])[F:26])[CH2:13][CH2:12][N:11]([C:14]3[CH:23]=[CH:22][C:17]([C:18]([O:20]C)=[O:19])=[C:16]([CH3:24])[CH:15]=3)[CH2:10]2)[CH:5]=[C:6]([Cl:8])[CH:7]=1.[OH-].[K+], predict the reaction product. The product is: [Cl:1][C:2]1[CH:3]=[C:4]([C@@:9]2([C:25]([F:27])([F:28])[F:26])[CH2:13][CH2:12][N:11]([C:14]3[CH:23]=[CH:22][C:17]([C:18]([OH:20])=[O:19])=[C:16]([CH3:24])[CH:15]=3)[CH2:10]2)[CH:5]=[C:6]([Cl:8])[CH:7]=1.